From a dataset of Forward reaction prediction with 1.9M reactions from USPTO patents (1976-2016). Predict the product of the given reaction. (1) Given the reactants [CH3:1][N:2]([CH3:29])[CH2:3][CH2:4][CH2:5][NH:6][C:7]1[CH:12]=[C:11]([CH:13]([OH:28])[C:14]2[CH:19]=[CH:18][C:17]([NH:20]C(=O)OC(C)(C)C)=[CH:16][CH:15]=2)[CH:10]=[CH:9][N:8]=1.[SiH](CC)(CC)CC.C(O)(C(F)(F)F)=O, predict the reaction product. The product is: [NH2:20][C:17]1[CH:16]=[CH:15][C:14]([CH:13]([C:11]2[CH:10]=[CH:9][N:8]=[C:7]([NH:6][CH2:5][CH2:4][CH2:3][N:2]([CH3:1])[CH3:29])[CH:12]=2)[OH:28])=[CH:19][CH:18]=1. (2) Given the reactants [Cl:1][C:2]1[N:10]=[CH:9][N:8]=[C:7]2[C:3]=1[NH:4][CH:5]=[N:6]2.[CH3:11][NH:12][C:13]([C@@H:15]1[C@@H:19]([N:20]=[N+:21]=[N-:22])[C@@H:18]([O:23][C:24](=[O:26])[CH3:25])[CH:17](OC(=O)C)[O:16]1)=[O:14].O([Si](C)(C)C)S(C(F)(F)F)(=O)=O, predict the reaction product. The product is: [CH3:11][NH:12][C:13]([C@@H:15]1[C@@H:19]([N:20]=[N+:21]=[N-:22])[C@@H:18]([O:23][C:24](=[O:26])[CH3:25])[C@H:17]([N:6]2[CH:5]=[N:4][C:3]3[C:7]2=[N:8][CH:9]=[N:10][C:2]=3[Cl:1])[O:16]1)=[O:14]. (3) Given the reactants [CH2:1]([NH:3][C:4]1[CH:5]=[C:6]([CH:9]=[CH:10][C:11]=1[N+:12]([O-])=O)[C:7]#[N:8])[CH3:2], predict the reaction product. The product is: [NH2:12][C:11]1[CH:10]=[CH:9][C:6]([C:7]#[N:8])=[CH:5][C:4]=1[NH:3][CH2:1][CH3:2]. (4) Given the reactants [CH3:1][O:2][C:3]1[CH:8]=[CH:7][C:6]([O:9][CH3:10])=[CH:5][C:4]=1[CH2:11][CH2:12][CH2:13][CH2:14][CH:15]=O.[CH3:17][CH2:18][CH2:19][NH:20][C@@H:21]1[CH2:26][C:25]2[S:27][C:28]([NH2:30])=[N:29][C:24]=2[CH2:23][CH2:22]1.[BH-](OC(C)=O)(OC(C)=O)OC(C)=O.[Na+], predict the reaction product. The product is: [CH3:1][O:2][C:3]1[CH:8]=[CH:7][C:6]([O:9][CH3:10])=[CH:5][C:4]=1[CH2:11][CH2:12][CH2:13][CH2:14][CH2:15][N:20]([CH2:19][CH2:18][CH3:17])[C@@H:21]1[CH2:22][CH2:23][C:24]2[N:29]=[C:28]([NH2:30])[S:27][C:25]=2[CH2:26]1. (5) Given the reactants [CH2:1]([CH:3]([CH2:20][CH3:21])[CH:4]([C:10]1[CH:19]=[CH:18][C:13]2[N:14]=[C:15](N)[S:16][C:12]=2[CH:11]=1)[N:5]1[CH:9]=[CH:8][N:7]=[CH:6]1)[CH3:2].[Br:22]C1SC2C=C(C(N3C=CN=C3)C(N(C)C)CC)C=CC=2N=1.CN(C)C(CC)C(C1C=CC2N=C(C(OC)=O)SC=2C=1)N1C=CN=C1.CN(C)C(CC)C(C1C=CC2N=C(N)SC=2C=1)N1C=CN=C1.CN(C)C(CC)C(C1C=CC2N=C(NC(N)=O)SC=2C=1)N1C=CN=C1.C(N(C)C(CC)C(C1C=CC2N=C(NC(=O)C)SC=2C=1)N1C=CN=C1)C.CN(C)C(CC)C(C1C=CC2N=C(C(=N)OC)SC=2C=1)N1C=CN=C1.CN(C)C(CC)C(C1C=CC2N=C(C(N)=O)SC=2C=1)N1C=CN=C1.BrC1SC2C=C(C(N3C=CN=C3)C(N(CC)C)CC)C=CC=2N=1.ClC1SC2C=C(C(N3C=CN=C3)C(N(CC)C)CC)C=CC=2N=1.S1C2C=C(C(N3C=CN=C3)C(N(C)C)CC)C=CC=2N=C1.C(N(C)C(CC)C(C1C=CC2N=C(N)SC=2C=1)N1C=CN=C1)C, predict the reaction product. The product is: [Br:22][C:15]1[S:16][C:12]2[CH:11]=[C:10]([CH:4]([N:5]3[CH:9]=[CH:8][N:7]=[CH:6]3)[CH:3]([CH2:20][CH3:21])[CH2:1][CH3:2])[CH:19]=[CH:18][C:13]=2[N:14]=1. (6) The product is: [CH2:28]([NH:35][CH2:20][C@@H:6]1[CH2:7][C@@H:8]([S:10][CH2:11][C:12]2[CH:13]=[CH:14][C:15]([O:18][CH3:19])=[CH:16][CH:17]=2)[CH2:9][N:5]1[S:2]([CH3:1])(=[O:3])=[O:4])[C:29]1[CH:34]=[CH:33][CH:32]=[CH:31][CH:30]=1. Given the reactants [CH3:1][S:2]([N:5]1[CH2:9][C@H:8]([S:10][CH2:11][C:12]2[CH:17]=[CH:16][C:15]([O:18][CH3:19])=[CH:14][CH:13]=2)[CH2:7][C@H:6]1[CH2:20]OS(C)(=O)=O)(=[O:4])=[O:3].[Na+].[I-].[CH2:28]([NH2:35])[C:29]1[CH:34]=[CH:33][CH:32]=[CH:31][CH:30]=1, predict the reaction product. (7) Given the reactants C([N:8]1[CH2:13][CH2:12][N:11]([C:14]2[C:15](=[O:34])[NH:16][C:17](=[O:33])[N:18]([CH2:21][C:22]3[C:27]([C:28]([F:31])([F:30])[F:29])=[CH:26][CH:25]=[CH:24][C:23]=3[F:32])[C:19]=2[CH3:20])[CH2:10][CH2:9]1)C1C=CC=CC=1.[H][H], predict the reaction product. The product is: [F:32][C:23]1[CH:24]=[CH:25][CH:26]=[C:27]([C:28]([F:31])([F:30])[F:29])[C:22]=1[CH2:21][N:18]1[C:19]([CH3:20])=[C:14]([N:11]2[CH2:12][CH2:13][NH:8][CH2:9][CH2:10]2)[C:15](=[O:34])[NH:16][C:17]1=[O:33].